This data is from Full USPTO retrosynthesis dataset with 1.9M reactions from patents (1976-2016). The task is: Predict the reactants needed to synthesize the given product. Given the product [CH3:1][O:2][C:3]1[CH:29]=[C:28]([O:30][CH3:31])[CH:27]=[CH:26][C:4]=1[CH2:5][N:6]([C:21]1[S:25][N:24]=[CH:23][N:22]=1)[S:7]([C:10]1[C:19]([F:20])=[CH:18][C:13]2[N:14]([C@@H:64]([C:59]3[CH:60]=[CH:61][CH:62]=[CH:63][C:58]=3[I:57])[CH3:65])[C:15](=[O:17])[O:16][C:12]=2[CH:11]=1)(=[O:8])=[O:9], predict the reactants needed to synthesize it. The reactants are: [CH3:1][O:2][C:3]1[CH:29]=[C:28]([O:30][CH3:31])[CH:27]=[CH:26][C:4]=1[CH2:5][N:6]([C:21]1[S:25][N:24]=[CH:23][N:22]=1)[S:7]([C:10]1[C:19]([F:20])=[CH:18][C:13]2[NH:14][C:15](=[O:17])[O:16][C:12]=2[CH:11]=1)(=[O:9])=[O:8].C(P(CCCC)CCCC)CCC.CCOC(/N=N/C(OCC)=O)=O.[I:57][C:58]1[CH:63]=[CH:62][CH:61]=[CH:60][C:59]=1[C@@H:64](O)[CH3:65].